This data is from Forward reaction prediction with 1.9M reactions from USPTO patents (1976-2016). The task is: Predict the product of the given reaction. Given the reactants [N+:1]([O-:4])(O)=[O:2].[F:5][C:6]1[CH:15]=[CH:14][CH:13]=[C:12]([F:16])[C:7]=1[C:8]([O:10][CH3:11])=[O:9], predict the reaction product. The product is: [F:5][C:6]1[C:15]([N+:1]([O-:4])=[O:2])=[CH:14][CH:13]=[C:12]([F:16])[C:7]=1[C:8]([O:10][CH3:11])=[O:9].